This data is from Catalyst prediction with 721,799 reactions and 888 catalyst types from USPTO. The task is: Predict which catalyst facilitates the given reaction. (1) Reactant: [Br:1][C:2]1[CH:10]=[C:9]2[C:5]([C:6]([CH2:21][OH:22])([CH2:19][OH:20])[C:7](=[O:18])[N:8]2C(OC(C)(C)C)=O)=[CH:4][CH:3]=1.C(O)(C(F)(F)F)=O. Product: [Br:1][C:2]1[CH:10]=[C:9]2[C:5]([C:6]([CH2:19][OH:20])([CH2:21][OH:22])[C:7](=[O:18])[NH:8]2)=[CH:4][CH:3]=1. The catalyst class is: 4. (2) Reactant: Cl[C:2]1[N:7]=[C:6]([Cl:8])[N:5]=[C:4]([Cl:9])[N:3]=1.C([O-])(O)=O.[Na+].[CH3:15][O:16][C:17]1[CH:24]=[CH:23][CH:22]=[CH:21][C:18]=1[CH2:19][NH2:20]. Product: [Cl:9][C:4]1[N:5]=[C:6]([Cl:8])[N:7]=[C:2]([NH:20][CH2:19][C:18]2[CH:21]=[CH:22][CH:23]=[CH:24][C:17]=2[O:16][CH3:15])[N:3]=1. The catalyst class is: 10. (3) Reactant: [Cl:1][C:2]1[N:7]=[C:6]([C:8]2[CH:9]=[N:10][N:11](COCC[Si](C)(C)C)[CH:12]=2)[N:5]2[CH:21]=[CH:22][N:23]=[C:4]2[CH:3]=1.FC(F)(F)C(O)=O. Product: [Cl:1][C:2]1[N:7]=[C:6]([C:8]2[CH:12]=[N:11][NH:10][CH:9]=2)[N:5]2[CH:21]=[CH:22][N:23]=[C:4]2[CH:3]=1. The catalyst class is: 390. (4) Reactant: [Cl:1][C:2]1[CH:7]=[C:6]2[NH:8][C:9](=[O:35])[C:10]3([CH:15]([C:16]4[CH:21]=[CH:20][CH:19]=[C:18]([Cl:22])[CH:17]=4)[CH2:14][C:13](=O)[N:12]([CH2:24][C:25]([O:27][C:28]([CH3:31])([CH3:30])[CH3:29])=[O:26])[CH:11]3[C:32]([CH3:34])=[CH2:33])[C:5]2=[CH:4][CH:3]=1.[CH3:36][O:37][CH:38]([Si:40]([CH3:43])([CH3:42])[CH3:41])[CH3:39].COC1C=CC(P2(=S)SP(=S)(C3C=CC(OC)=CC=3)[S:53]2)=CC=1. Product: [Cl:1][C:2]1[CH:7]=[C:6]2[NH:8][C:9](=[O:35])[C@:10]3([C@H:15]([C:16]4[CH:21]=[CH:20][CH:19]=[C:18]([Cl:22])[CH:17]=4)[CH2:14][C:13](=[S:53])[N:12]([CH2:24][C:25]([O:27][C:28]([CH3:31])([CH3:30])[CH3:29])=[O:26])[C@H:11]3[C:32]([CH3:34])=[CH2:33])[C:5]2=[CH:4][CH:3]=1.[CH3:36][O:37][CH:38]([Si:40]([CH3:43])([CH3:42])[CH3:41])[CH3:39]. The catalyst class is: 11. (5) Reactant: [CH2:1]([N:8]1[CH:16]=[C:15]2[C:10]([CH:11]=[C:12]([C:17]3[CH:18]=[C:19]([CH:27]4[CH2:32][CH2:31][NH:30][CH2:29][CH2:28]4)[N:20]4[C:25]=3[C:24]([NH2:26])=[N:23][CH:22]=[N:21]4)[CH:13]=[CH:14]2)=[N:9]1)[C:2]1[CH:7]=[CH:6][CH:5]=[CH:4][CH:3]=1.[C:33](Cl)(=[O:35])[CH3:34].C(N(CC)C(C)C)(C)C. Product: [C:33]([N:30]1[CH2:31][CH2:32][CH:27]([C:19]2[N:20]3[C:25]([C:24]([NH2:26])=[N:23][CH:22]=[N:21]3)=[C:17]([C:12]3[CH:13]=[CH:14][C:15]4[C:10]([CH:11]=3)=[N:9][N:8]([CH2:1][C:2]3[CH:3]=[CH:4][CH:5]=[CH:6][CH:7]=3)[CH:16]=4)[CH:18]=2)[CH2:28][CH2:29]1)(=[O:35])[CH3:34]. The catalyst class is: 1. (6) The catalyst class is: 66. Product: [CH3:26][O:27][C:28](=[O:40])[C:29]1[C:34]([C:35]([F:36])([F:37])[F:38])=[CH:33][C:32]([O:17][C:14]2[CH:15]=[CH:16][C:11]([CH:9]([CH3:10])[C:8]([C:6]3[CH:7]=[C:2]([Cl:1])[C:3](=[O:25])[N:4]([CH3:24])[CH:5]=3)([OH:23])[C:19]([F:21])([F:22])[F:20])=[C:12]([Cl:18])[CH:13]=2)=[N:31][CH:30]=1. Reactant: [Cl:1][C:2]1[C:3](=[O:25])[N:4]([CH3:24])[CH:5]=[C:6]([C:8]([OH:23])([C:19]([F:22])([F:21])[F:20])[CH:9]([C:11]2[CH:16]=[CH:15][C:14]([OH:17])=[CH:13][C:12]=2[Cl:18])[CH3:10])[CH:7]=1.[CH3:26][O:27][C:28](=[O:40])[C:29]1[C:34]([C:35]([F:38])([F:37])[F:36])=[CH:33][C:32](Cl)=[N:31][CH:30]=1.N12CCN(CC1)CC2.